This data is from Retrosynthesis with 50K atom-mapped reactions and 10 reaction types from USPTO. The task is: Predict the reactants needed to synthesize the given product. (1) Given the product CNC(=O)c1cc(OC)cc(-c2ccc3cc(OC)ccc3c2)c1, predict the reactants needed to synthesize it. The reactants are: CN.COc1cc(C(=O)O)cc(-c2ccc3cc(OC)ccc3c2)c1. (2) Given the product O=C(OCc1ccccc1)N1CCC(CNC2CC2)CC1, predict the reactants needed to synthesize it. The reactants are: NC1CC1.O=CC1CCN(C(=O)OCc2ccccc2)CC1. (3) Given the product CSc1ccc(NCc2ccc(F)cc2)cn1, predict the reactants needed to synthesize it. The reactants are: CSc1ccc(N)cn1.O=Cc1ccc(F)cc1.